Dataset: NCI-60 drug combinations with 297,098 pairs across 59 cell lines. Task: Regression. Given two drug SMILES strings and cell line genomic features, predict the synergy score measuring deviation from expected non-interaction effect. Drug 1: CC1=C(C=C(C=C1)NC2=NC=CC(=N2)N(C)C3=CC4=NN(C(=C4C=C3)C)C)S(=O)(=O)N.Cl. Drug 2: C1=NC2=C(N1)C(=S)N=CN2. Cell line: NCI-H460. Synergy scores: CSS=-7.94, Synergy_ZIP=-2.32, Synergy_Bliss=-8.11, Synergy_Loewe=-21.0, Synergy_HSA=-11.0.